Dataset: Full USPTO retrosynthesis dataset with 1.9M reactions from patents (1976-2016). Task: Predict the reactants needed to synthesize the given product. Given the product [Br:27][C:28]1[CH:29]=[CH:30][C:31]([C:32]2[O:59][C:36]([C@H:37]([NH:48][C:49]3[CH:54]=[CH:53][C:52]([C:55]#[N:56])=[C:51]([Cl:57])[C:50]=3[CH3:58])[C@@H:38]([O:40][Si:41]([C:44]([CH3:46])([CH3:47])[CH3:45])([CH3:42])[CH3:43])[CH3:39])=[N:35][N:34]=2)=[CH:60][CH:61]=1, predict the reactants needed to synthesize it. The reactants are: C1(P(C2C=CC=CC=2)C2C=CC=CC=2)C=CC=CC=1.CCN(CC)CC.[Br:27][C:28]1[CH:61]=[CH:60][C:31]([C:32]([NH:34][NH:35][C:36](=[O:59])[C@H:37]([NH:48][C:49]2[CH:54]=[CH:53][C:52]([C:55]#[N:56])=[C:51]([Cl:57])[C:50]=2[CH3:58])[C@@H:38]([O:40][Si:41]([C:44]([CH3:47])([CH3:46])[CH3:45])([CH3:43])[CH3:42])[CH3:39])=O)=[CH:30][CH:29]=1.